From a dataset of NCI-60 drug combinations with 297,098 pairs across 59 cell lines. Regression. Given two drug SMILES strings and cell line genomic features, predict the synergy score measuring deviation from expected non-interaction effect. (1) Cell line: MCF7. Synergy scores: CSS=6.24, Synergy_ZIP=-1.73, Synergy_Bliss=1.45, Synergy_Loewe=0.245, Synergy_HSA=-0.226. Drug 1: C1=CN(C(=O)N=C1N)C2C(C(C(O2)CO)O)O.Cl. Drug 2: CC1=C2C(C(=O)C3(C(CC4C(C3C(C(C2(C)C)(CC1OC(=O)C(C(C5=CC=CC=C5)NC(=O)OC(C)(C)C)O)O)OC(=O)C6=CC=CC=C6)(CO4)OC(=O)C)O)C)O. (2) Drug 1: CCC1=CC2CC(C3=C(CN(C2)C1)C4=CC=CC=C4N3)(C5=C(C=C6C(=C5)C78CCN9C7C(C=CC9)(C(C(C8N6C)(C(=O)OC)O)OC(=O)C)CC)OC)C(=O)OC.C(C(C(=O)O)O)(C(=O)O)O. Drug 2: C1=CC=C(C(=C1)C(C2=CC=C(C=C2)Cl)C(Cl)Cl)Cl. Cell line: DU-145. Synergy scores: CSS=52.4, Synergy_ZIP=1.18, Synergy_Bliss=0.309, Synergy_Loewe=-35.1, Synergy_HSA=0.634. (3) Drug 1: C1C(C(OC1N2C=C(C(=O)NC2=O)F)CO)O. Drug 2: CC1=C(C(=O)C2=C(C1=O)N3CC4C(C3(C2COC(=O)N)OC)N4)N. Cell line: CAKI-1. Synergy scores: CSS=31.2, Synergy_ZIP=7.54, Synergy_Bliss=8.42, Synergy_Loewe=-5.21, Synergy_HSA=-1.24. (4) Drug 1: C1=NC2=C(N1)C(=S)N=C(N2)N. Drug 2: CC1C(C(=O)NC(C(=O)N2CCCC2C(=O)N(CC(=O)N(C(C(=O)O1)C(C)C)C)C)C(C)C)NC(=O)C3=C4C(=C(C=C3)C)OC5=C(C(=O)C(=C(C5=N4)C(=O)NC6C(OC(=O)C(N(C(=O)CN(C(=O)C7CCCN7C(=O)C(NC6=O)C(C)C)C)C)C(C)C)C)N)C. Cell line: HCT116. Synergy scores: CSS=46.7, Synergy_ZIP=9.84, Synergy_Bliss=10.2, Synergy_Loewe=9.73, Synergy_HSA=9.83. (5) Drug 1: CC1=C2C(C(=O)C3(C(CC4C(C3C(C(C2(C)C)(CC1OC(=O)C(C(C5=CC=CC=C5)NC(=O)C6=CC=CC=C6)O)O)OC(=O)C7=CC=CC=C7)(CO4)OC(=O)C)O)C)OC(=O)C. Drug 2: C1CC(=O)NC(=O)C1N2C(=O)C3=CC=CC=C3C2=O. Cell line: SK-OV-3. Synergy scores: CSS=32.4, Synergy_ZIP=0.0750, Synergy_Bliss=-0.463, Synergy_Loewe=-29.2, Synergy_HSA=0.0320. (6) Drug 1: CC12CCC(CC1=CCC3C2CCC4(C3CC=C4C5=CN=CC=C5)C)O. Drug 2: C#CCC(CC1=CN=C2C(=N1)C(=NC(=N2)N)N)C3=CC=C(C=C3)C(=O)NC(CCC(=O)O)C(=O)O. Cell line: HOP-92. Synergy scores: CSS=-0.839, Synergy_ZIP=-0.427, Synergy_Bliss=-1.26, Synergy_Loewe=-2.28, Synergy_HSA=-2.12. (7) Drug 1: CCC(=C(C1=CC=CC=C1)C2=CC=C(C=C2)OCCN(C)C)C3=CC=CC=C3.C(C(=O)O)C(CC(=O)O)(C(=O)O)O. Drug 2: CC1=C(C(=CC=C1)Cl)NC(=O)C2=CN=C(S2)NC3=CC(=NC(=N3)C)N4CCN(CC4)CCO. Cell line: SW-620. Synergy scores: CSS=9.61, Synergy_ZIP=1.69, Synergy_Bliss=3.31, Synergy_Loewe=-3.95, Synergy_HSA=1.69. (8) Drug 1: CC1CCC2CC(C(=CC=CC=CC(CC(C(=O)C(C(C(=CC(C(=O)CC(OC(=O)C3CCCCN3C(=O)C(=O)C1(O2)O)C(C)CC4CCC(C(C4)OC)O)C)C)O)OC)C)C)C)OC. Drug 2: CC1C(C(CC(O1)OC2CC(CC3=C2C(=C4C(=C3O)C(=O)C5=C(C4=O)C(=CC=C5)OC)O)(C(=O)CO)O)N)O.Cl. Cell line: SW-620. Synergy scores: CSS=37.3, Synergy_ZIP=4.23, Synergy_Bliss=3.96, Synergy_Loewe=-0.731, Synergy_HSA=4.24. (9) Drug 1: C1=NC(=NC(=O)N1C2C(C(C(O2)CO)O)O)N. Drug 2: CN(CC1=CN=C2C(=N1)C(=NC(=N2)N)N)C3=CC=C(C=C3)C(=O)NC(CCC(=O)O)C(=O)O. Cell line: NCI-H226. Synergy scores: CSS=25.3, Synergy_ZIP=-1.51, Synergy_Bliss=-1.05, Synergy_Loewe=-53.1, Synergy_HSA=-2.30.